This data is from CYP2D6 inhibition data for predicting drug metabolism from PubChem BioAssay. The task is: Regression/Classification. Given a drug SMILES string, predict its absorption, distribution, metabolism, or excretion properties. Task type varies by dataset: regression for continuous measurements (e.g., permeability, clearance, half-life) or binary classification for categorical outcomes (e.g., BBB penetration, CYP inhibition). Dataset: cyp2d6_veith. (1) The compound is CC(=O)Oc1ccccc1C(=O)Oc1ccccc1C(=O)O. The result is 0 (non-inhibitor). (2) The compound is Cc1cc(C)c(S(C)(=O)=O)c(Oc2ccc(F)cc2)n1. The result is 0 (non-inhibitor). (3) The compound is O=S(=O)(NCCO)c1ccc([Sb](=O)(O)O)cc1. The result is 0 (non-inhibitor). (4) The drug is CCOC(=O)c1c(NC(=O)c2c(C)noc2C)sc2c1CCCCC2. The result is 0 (non-inhibitor). (5) The compound is O=C(O)Cc1cc(Cl)ccc1O. The result is 0 (non-inhibitor).